Dataset: hERG potassium channel inhibition data for cardiac toxicity prediction from Karim et al.. Task: Regression/Classification. Given a drug SMILES string, predict its toxicity properties. Task type varies by dataset: regression for continuous values (e.g., LD50, hERG inhibition percentage) or binary classification for toxic/non-toxic outcomes (e.g., AMES mutagenicity, cardiotoxicity, hepatotoxicity). Dataset: herg_karim. (1) The molecule is N#Cc1ccc(-c2cnc3c(c2)[C@]2(COC(N)=N2)c2cc(-c4cccnc4F)ccc2O3)cc1. The result is 1 (blocker). (2) The compound is CC(=O)NC1CCN(Cc2ccc(NCCCc3ccc(Oc4ccccc4)nn3)cc2)CC1. The result is 0 (non-blocker). (3) The compound is COc1cc(OC)c(/C=C/S(=O)(=O)Cc2ccc(OC)c(N)n2)c(OC)c1. The result is 0 (non-blocker). (4) The drug is Cc1ccc(N(CC2=NCCN2)c2cccc(O)c2)cc1. The result is 0 (non-blocker).